From a dataset of Experimentally validated miRNA-target interactions with 360,000+ pairs, plus equal number of negative samples. Binary Classification. Given a miRNA mature sequence and a target amino acid sequence, predict their likelihood of interaction. The miRNA is hsa-miR-4465 with sequence CUCAAGUAGUCUGACCAGGGGA. The protein sequence of the target gene is MADDPSAADRNVEIWKIKKLIKSLEAARGNGTSMISLIIPPKDQISRVAKMLADEFGTASNIKSRVNRLSVLGAITSVQQRLKLYNKVPPNGLVVYCGTIVTEEGKEKKVNIDFEPFKPINTSLYLCDNKFHTEALTALLSDDSKFGFIVIDGSGALFGTLQGNTREVLHKFTVDLPKKHGRGGQSALRFARLRMEKRHNYVRKVAETAVQLFISGDKVNVAGLVLAGSADFKTELSQSDMFDQRLQSKVLKLVDISYGGENGFNQAIELSTEVLSNVKFIQEKKLIGRYFDEISQDTGK.... Result: 1 (interaction).